Dataset: Full USPTO retrosynthesis dataset with 1.9M reactions from patents (1976-2016). Task: Predict the reactants needed to synthesize the given product. (1) Given the product [C:6]1(=[O:7])[NH:2][C:3](=[O:12])[C:4]2=[CH:11][CH:10]=[CH:9][CH:8]=[C:5]12, predict the reactants needed to synthesize it. The reactants are: O[N:2]1[C:6](=[O:7])[C:5]2=[CH:8][CH:9]=[CH:10][CH:11]=[C:4]2[C:3]1=[O:12].C1(P(C2C=CC=CC=2)C2C=CC=CC=2)C=CC=CC=1.N(C(OC(C)C)=O)=NC(OC(C)C)=O. (2) Given the product [CH3:66][O:84][C:52]([C:21]1[CH:22]=[CH:23][C:9]2[C@@:8]3([CH2:1][C:2]4[CH:3]=[CH:4][CH:5]=[CH:6][CH:7]=4)[CH2:18][CH2:17][C:16](=[O:19])[CH2:15][C@@H:14]3[CH2:13][CH2:12][CH2:11][C:10]=2[CH:20]=1)=[O:55].[CH3:66][O:84][C:21]([C:52]1[CH:53]=[CH:54][C:40]2[C@:39]3([CH2:32][C:33]4[CH:34]=[CH:35][CH:36]=[CH:37][CH:38]=4)[CH2:49][CH2:48][C:47](=[O:50])[CH2:46][C@H:45]3[CH2:44][CH2:43][CH2:42][C:41]=2[CH:51]=1)=[O:24], predict the reactants needed to synthesize it. The reactants are: [CH2:1]([C@:8]12[CH2:18][CH2:17][C:16](=[O:19])[CH2:15][C@@H:14]1[CH2:13][CH2:12][CH2:11][C:10]1[CH:20]=[C:21]([O:24]S(C(F)(F)F)(=O)=O)[CH:22]=[CH:23][C:9]2=1)[C:2]1[CH:7]=[CH:6][CH:5]=[CH:4][CH:3]=1.[CH2:32]([C@@:39]12[CH2:49][CH2:48][C:47](=[O:50])[CH2:46][C@H:45]1[CH2:44][CH2:43][CH2:42][C:41]1[CH:51]=[C:52]([O:55]S(C(F)(F)F)(=O)=O)[CH:53]=[CH:54][C:40]2=1)[C:33]1[CH:38]=[CH:37][CH:36]=[CH:35][CH:34]=1.CC1(C)C2C(=C(P(C3C=CC=CC=3)C3C=CC=CC=3)C=CC=2)[O:84][C:66]2C(P(C3C=CC=CC=3)C3C=CC=CC=3)=CC=CC1=2.CO. (3) Given the product [CH3:12][C@@H:13]1[N:14]([C:2]2[C:3]3[CH:10]([CH3:11])[S:9][CH2:8][C:4]=3[N:5]=[CH:6][N:7]=2)[CH2:15][CH2:16][N:17]([C:19]([O:21][C:22]([CH3:23])([CH3:25])[CH3:24])=[O:20])[CH2:18]1, predict the reactants needed to synthesize it. The reactants are: Cl[C:2]1[C:3]2[CH:10]([CH3:11])[S:9][CH2:8][C:4]=2[N:5]=[CH:6][N:7]=1.[CH3:12][C@H:13]1[CH2:18][N:17]([C:19]([O:21][C:22]([CH3:25])([CH3:24])[CH3:23])=[O:20])[CH2:16][CH2:15][NH:14]1.CCN(C(C)C)C(C)C. (4) Given the product [Cl:12][C:9]1[C:8]([O:13][CH:14]2[CH2:19][CH2:18][CH:17]([CH3:20])[CH2:16][CH2:15]2)=[CH:7][CH:6]=[C:5]2[C:10]=1[CH:11]=[C:2]([CH:22]=[O:21])[CH:3]=[CH:4]2, predict the reactants needed to synthesize it. The reactants are: Br[C:2]1[CH:11]=[C:10]2[C:5]([CH:6]=[CH:7][C:8]([O:13][CH:14]3[CH2:19][CH2:18][CH:17]([CH3:20])[CH2:16][CH2:15]3)=[C:9]2[Cl:12])=[CH:4][CH:3]=1.[O:21]1CCC[CH2:22]1.C([Li])CCC.C1CCCCC1.CN(C)C=O.Cl. (5) Given the product [CH3:68][CH:67]([CH3:69])[C@H:66]([NH:70][C:71](=[O:74])[O:72][CH3:73])[C:64]([N:60]1[CH2:61][CH2:62][CH2:63][C@H:59]1[C:56]1[NH:57][CH:58]=[C:54]([C:51]2[CH:50]=[CH:49][C:48]([C:45]3[CH:44]=[CH:43][C:42]([C:10](=[O:11])[CH2:6][NH:5][C:17]([CH:16]4[CH2:15][C:14]5([CH2:20][CH2:21][S:22](=[O:26])(=[O:25])[CH2:23][CH2:24]5)[CH2:13][N:12]4[C:10](=[O:11])[C@@H:6]([NH:5][C:3]([O:2][CH3:1])=[O:4])[CH:7]([CH3:9])[CH3:8])=[O:18])=[CH:47][CH:46]=3)=[CH:53][CH:52]=2)[N:55]=1)=[O:65], predict the reactants needed to synthesize it. The reactants are: [CH3:1][O:2][C:3]([NH:5][C@H:6]([C:10]([N:12]1[CH:16]([C:17](O)=[O:18])[CH2:15][C:14]2([CH2:24][CH2:23][S:22](=[O:26])(=[O:25])[CH2:21][CH2:20]2)[CH2:13]1)=[O:11])[CH:7]([CH3:9])[CH3:8])=[O:4].C1C2(OCCCO2)C[C@@H](C2NC=C([C:42]3[CH:47]=[CH:46][C:45]([C:48]4[CH:53]=[CH:52][C:51]([C:54]5[N:55]=[C:56]([C@@H:59]6[CH2:63][CH2:62][CH2:61][N:60]6[C:64]([C@@H:66]([NH:70][C:71](=[O:74])[O:72][CH3:73])[CH:67]([CH3:69])[CH3:68])=[O:65])[NH:57][CH:58]=5)=[CH:50][CH:49]=4)=[CH:44][CH:43]=3)N=2)N1. (6) Given the product [F:1][C:2]1[CH:3]=[C:4]([CH:7]=[CH:8][C:9]=1[O:19][C:16]1[CH:17]=[N:18][C:13]([C:12]([F:21])([F:11])[F:20])=[CH:14][CH:15]=1)[CH:5]=[O:6], predict the reactants needed to synthesize it. The reactants are: [F:1][C:2]1[CH:3]=[C:4]([CH:7]=[CH:8][C:9]=1F)[CH:5]=[O:6].[F:11][C:12]([F:21])([F:20])[C:13]1[N:18]=[CH:17][C:16]([OH:19])=[CH:15][CH:14]=1.C(=O)([O-])[O-].[K+].[K+]. (7) Given the product [CH3:3][CH:2]([O:4][C:5]1[CH:6]=[C:7]([C:8]([NH:28][C:29]2[N:30]=[CH:31][C:32]([C:33]([O:35][CH3:36])=[O:34])=[CH:37][CH:38]=2)=[O:10])[CH:11]=[C:12]([O:14][CH2:15][C:16]2[CH:21]=[CH:20][CH:19]=[CH:18][CH:17]=2)[CH:13]=1)[CH3:1], predict the reactants needed to synthesize it. The reactants are: [CH3:1][CH:2]([O:4][C:5]1[CH:6]=[C:7]([CH:11]=[C:12]([O:14][CH2:15][C:16]2[CH:21]=[CH:20][CH:19]=[CH:18][CH:17]=2)[CH:13]=1)[C:8]([OH:10])=O)[CH3:3].C(Cl)(=O)C(Cl)=O.[NH2:28][C:29]1[CH:38]=[CH:37][C:32]([C:33]([O:35][CH3:36])=[O:34])=[CH:31][N:30]=1.N1C=CC=CC=1.